Dataset: Peptide-MHC class II binding affinity with 134,281 pairs from IEDB. Task: Regression. Given a peptide amino acid sequence and an MHC pseudo amino acid sequence, predict their binding affinity value. This is MHC class II binding data. (1) The peptide sequence is DRVLDILEAVKLIRK. The MHC is DRB3_0101 with pseudo-sequence DRB3_0101. The binding affinity (normalized) is 0.329. (2) The peptide sequence is KHDDAIVRLRNAGIV. The MHC is H-2-IAb with pseudo-sequence H-2-IAb. The binding affinity (normalized) is 0. (3) The peptide sequence is PKKYFAATQFEPLAA. The MHC is DRB1_1001 with pseudo-sequence DRB1_1001. The binding affinity (normalized) is 0.628. (4) The peptide sequence is STGGAYESYKFIPALEAAVK. The MHC is DRB1_0101 with pseudo-sequence DRB1_0101. The binding affinity (normalized) is 0.937. (5) The peptide sequence is AAGAQLLWQLPLLSI. The MHC is HLA-DPA10201-DPB11401 with pseudo-sequence HLA-DPA10201-DPB11401. The binding affinity (normalized) is 0.401. (6) The peptide sequence is ANGYFSGHVIPACKN. The MHC is HLA-DQA10501-DQB10201 with pseudo-sequence HLA-DQA10501-DQB10201. The binding affinity (normalized) is 0.0397. (7) The MHC is DRB1_0301 with pseudo-sequence DRB1_0301. The peptide sequence is EGGVWTFDSEEPLQGPFNFR. The binding affinity (normalized) is 0.308. (8) The peptide sequence is AATGAATAATGGYKV. The binding affinity (normalized) is 0.362. The MHC is DRB1_0901 with pseudo-sequence DRB1_0901. (9) The peptide sequence is WIESQKNGSWKLEKA. The MHC is DRB4_0101 with pseudo-sequence DRB4_0103. The binding affinity (normalized) is 0.208.